This data is from Forward reaction prediction with 1.9M reactions from USPTO patents (1976-2016). The task is: Predict the product of the given reaction. (1) Given the reactants [I-].[CH3:2][P+](C1C=CC=CC=1)(C1C=CC=CC=1)C1C=CC=CC=1.CC([O-])(C)C.[K+].[C:28]1([CH:34]([C:40]2[CH:45]=[CH:44][CH:43]=[CH:42][CH:41]=2)[N:35]2[CH2:38][C:37](=O)[CH2:36]2)[CH:33]=[CH:32][CH:31]=[CH:30][CH:29]=1, predict the reaction product. The product is: [C:28]1([CH:34]([C:40]2[CH:45]=[CH:44][CH:43]=[CH:42][CH:41]=2)[N:35]2[CH2:38][C:37](=[CH2:2])[CH2:36]2)[CH:33]=[CH:32][CH:31]=[CH:30][CH:29]=1. (2) Given the reactants O[CH:2]1[CH2:6][CH:5]([C:7]([O:9][CH2:10][CH3:11])=[O:8])[CH:4]([CH3:12])[CH2:3]1.N1C=CC=CC=1.CS(Cl)(=O)=O.[NH2:24][C:25]1[CH:30]=[CH:29][CH:28]=[CH:27][CH:26]=1, predict the reaction product. The product is: [CH3:12][C@@H:4]1[CH2:3][C@@H:2]([NH:24][C:25]2[CH:30]=[CH:29][CH:28]=[CH:27][CH:26]=2)[CH2:6][C@@H:5]1[C:7]([O:9][CH2:10][CH3:11])=[O:8].[CH3:12][C@H:4]1[CH2:3][C@H:2]([NH:24][C:25]2[CH:30]=[CH:29][CH:28]=[CH:27][CH:26]=2)[CH2:6][C@H:5]1[C:7]([O:9][CH2:10][CH3:11])=[O:8].[NH2:24][C:25]1[CH:30]=[CH:29][CH:28]=[CH:27][CH:26]=1. (3) Given the reactants [CH:1]1[C:13]2[CH:12]([CH2:14][O:15][C:16]([NH:18][C@H:19]([C:30]([NH2:32])=[O:31])[CH2:20][CH2:21][CH2:22][C:23]([O:25]C(C)(C)C)=[O:24])=[O:17])[C:11]3[C:6](=[CH:7][CH:8]=[CH:9][CH:10]=3)[C:5]=2[CH:4]=[CH:3][CH:2]=1.Cl, predict the reaction product. The product is: [CH:10]1[C:11]2[CH:12]([CH2:14][O:15][C:16]([NH:18][C@H:19]([C:30]([NH2:32])=[O:31])[CH2:20][CH2:21][CH2:22][C:23]([OH:25])=[O:24])=[O:17])[C:13]3[C:5](=[CH:4][CH:3]=[CH:2][CH:1]=3)[C:6]=2[CH:7]=[CH:8][CH:9]=1. (4) Given the reactants C1C(S(N)(=O)=O)=C(Cl)C(Cl)=CC=1S(N)(=O)=O.CCN[C@@H]1C2C=C(S(N)(=O)=O)SC=2S(=O)(=O)[C@@H](C)C1.[CH3:36][C:37](/[N:39]=[C:40]1\[N:41](C)[N:42]=[C:43]([S:45]([NH2:48])(=[O:47])=[O:46])[S:44]\1)=[O:38].CC(CN[C@@H]1C2C=C(S(N)(=O)=O)SC=2S(=O)(=O)CC1)C.C1C(NC(OCCO)=O)=CC=C(S(N)(=O)=O)C=1, predict the reaction product. The product is: [CH3:36][C:37]([NH:39][C:40]1[S:44][C:43]([S:45]([NH2:48])(=[O:47])=[O:46])=[N:42][N:41]=1)=[O:38]. (5) Given the reactants [Cl:1][C:2]1[CH:21]=[C:20]([Cl:22])[CH:19]=[CH:18][C:3]=1[O:4][CH2:5][C:6]([NH:8][C:9]1[CH:10]=[C:11]([CH:15]=[CH:16][CH:17]=1)[C:12]([OH:14])=O)=[O:7].[N:23]1(CCN)CCOC[CH2:24]1.C(Cl)CCl.[CH:36]1[CH:37]=[CH:38][C:39]2N(O)N=[N:42][C:40]=2C=1.CCN(C(C)C)C(C)C, predict the reaction product. The product is: [Cl:1][C:2]1[CH:21]=[C:20]([Cl:22])[CH:19]=[CH:18][C:3]=1[O:4][CH2:5][C:6]([NH:8][C:9]1[CH:10]=[C:11]([CH:15]=[CH:16][CH:17]=1)[C:12]([NH:23][CH2:24][C:39]1[CH:40]=[N:42][CH:36]=[CH:37][CH:38]=1)=[O:14])=[O:7].